Task: Regression/Classification. Given a drug SMILES string, predict its absorption, distribution, metabolism, or excretion properties. Task type varies by dataset: regression for continuous measurements (e.g., permeability, clearance, half-life) or binary classification for categorical outcomes (e.g., BBB penetration, CYP inhibition). Dataset: cyp2c9_veith.. Dataset: CYP2C9 inhibition data for predicting drug metabolism from PubChem BioAssay (1) The molecule is CN(CC(=O)O)Cc1c[nH]c2ccccc12. The result is 0 (non-inhibitor). (2) The drug is Cn1c(=O)c(C(=O)c2nn[nH]n2)c(O)c2ccc(Cl)cc21. The result is 0 (non-inhibitor). (3) The compound is COc1ccc(-c2nc3cnc(OC)nc3n(Cc3ccc(F)cc3)c2=O)cc1. The result is 0 (non-inhibitor).